The task is: Predict the product of the given reaction.. This data is from Forward reaction prediction with 1.9M reactions from USPTO patents (1976-2016). (1) Given the reactants [C:1]([O:5][C:6]([NH:8][C@H:9]([CH2:14][C:15]1[CH:20]=[C:19]([F:21])[C:18]([F:22])=[CH:17][C:16]=1[F:23])[CH2:10][C:11]([OH:13])=O)=[O:7])([CH3:4])([CH3:3])[CH3:2].Cl.CN(C)CCCN=C=NCC.ON1C2C=CC=CC=2N=N1.[NH:46]([C:48]1[N:53]2[N:54]=[CH:55][N:56]=[C:52]2[CH:51]=[CH:50][N:49]=1)[NH2:47].C(N(CC)C(C)C)(C)C, predict the reaction product. The product is: [C:1]([O:5][C:6](=[O:7])[NH:8][C@H:9]([CH2:14][C:15]1[CH:20]=[C:19]([F:21])[C:18]([F:22])=[CH:17][C:16]=1[F:23])[CH2:10][C:11](=[O:13])[NH:47][NH:46][C:48]1[N:53]2[N:54]=[CH:55][N:56]=[C:52]2[CH:51]=[CH:50][N:49]=1)([CH3:2])([CH3:3])[CH3:4]. (2) Given the reactants [F:1][C:2]([C:13]1[CH:14]=[C:15]([N:19]2[C:23](=[O:24])[CH2:22][NH:21][C:20]2=[O:25])[CH:16]=[CH:17][CH:18]=1)([F:12])[CH2:3][O:4][CH2:5][CH2:6][CH2:7][CH2:8][CH2:9][CH2:10][OH:11].C(N(CC)CC)C.[CH3:33][S:34](Cl)(=[O:36])=[O:35].O.[OH-].[NH4+], predict the reaction product. The product is: [CH3:33][S:34]([O:11][CH2:10][CH2:9][CH2:8][CH2:7][CH2:6][CH2:5][O:4][CH2:3][C:2]([C:13]1[CH:18]=[CH:17][CH:16]=[C:15]([N:19]2[C:23](=[O:24])[CH2:22][NH:21][C:20]2=[O:25])[CH:14]=1)([F:1])[F:12])(=[O:36])=[O:35]. (3) Given the reactants [CH2:1]1[C@@H:3]([NH2:4])[C@@H:2]1[C:5]1[CH:10]=[CH:9][CH:8]=[CH:7][CH:6]=1.[N:11]([CH:14]([CH2:20][C:21]1[CH:26]=[CH:25][CH:24]=[CH:23][CH:22]=1)[C:15]([O:17]CC)=O)=[C:12]=[O:13], predict the reaction product. The product is: [CH2:20]([CH:14]1[NH:11][C:12](=[O:13])[N:4]([CH2:3][C:2]2([C:5]3[CH:6]=[CH:7][CH:8]=[CH:9][CH:10]=3)[CH2:1][CH2:5][CH2:2][CH2:1][CH2:3]2)[C:15]1=[O:17])[C:21]1[CH:22]=[CH:23][CH:24]=[CH:25][CH:26]=1. (4) Given the reactants [CH2:1]([N:8]1[C:12]2[CH:13]=[CH:14][CH:15]=[CH:16][C:11]=2[N:10]=[C:9]1[C:17]1[N:18]=[C:19]([NH:27][CH:28]2[CH2:33][CH2:32][NH:31][CH2:30][CH2:29]2)[C:20]2[N:21]([C:23]([CH3:26])=[N:24][N:25]=2)[CH:22]=1)[C:2]1[CH:7]=[CH:6][CH:5]=[CH:4][CH:3]=1.[CH3:34]CN(C(C)C)C(C)C.C=O, predict the reaction product. The product is: [CH2:1]([N:8]1[C:12]2[CH:13]=[CH:14][CH:15]=[CH:16][C:11]=2[N:10]=[C:9]1[C:17]1[N:18]=[C:19]([NH:27][CH:28]2[CH2:33][CH2:32][N:31]([CH3:34])[CH2:30][CH2:29]2)[C:20]2[N:21]([C:23]([CH3:26])=[N:24][N:25]=2)[CH:22]=1)[C:2]1[CH:7]=[CH:6][CH:5]=[CH:4][CH:3]=1. (5) Given the reactants O[C:2]1[N:7]2[N:8]=[CH:9][CH:10]=[C:6]2[N:5]=[CH:4][C:3]=1[C:11]([O:13][CH2:14][CH3:15])=[O:12].[F:16][C:17]1[CH:23]=[CH:22][C:21]([F:24])=[CH:20][C:18]=1[NH2:19], predict the reaction product. The product is: [F:16][C:17]1[CH:23]=[CH:22][C:21]([F:24])=[CH:20][C:18]=1[NH:19][C:2]1[N:7]2[N:8]=[CH:9][CH:10]=[C:6]2[N:5]=[CH:4][C:3]=1[C:11]([O:13][CH2:14][CH3:15])=[O:12]. (6) Given the reactants [Cl-].[C:2]([C:5]1[CH:17]=[CH:16][C:8]([CH2:9][NH+:10]2[CH2:15][CH2:14][O:13][CH2:12][CH2:11]2)=[CH:7][CH:6]=1)(O)=[O:3].CN(C=O)C.S(Cl)([Cl:25])=O, predict the reaction product. The product is: [N:10]1([CH2:9][C:8]2[CH:16]=[CH:17][C:5]([C:2]([Cl:25])=[O:3])=[CH:6][CH:7]=2)[CH2:15][CH2:14][O:13][CH2:12][CH2:11]1. (7) Given the reactants Cl[C:2]1[N:3]=[C:4]2[C:9](=[CH:10][CH:11]=1)[N:8]=[CH:7][C:6]1[CH:12]=[CH:13][C:14](=[O:26])[N:15]([C:16]3[CH:21]=[CH:20][CH:19]=[C:18]([C:22]([F:25])([F:24])[F:23])[CH:17]=3)[C:5]2=1.[CH3:27][O:28][C:29]1[C:34](OB(O)O)=[CH:33][CH:32]=[CH:31][N:30]=1.CC1(C)C(C)(C)OB(C2C=CC(N)=NC=2)O1, predict the reaction product. The product is: [CH3:27][O:28][C:29]1[C:34]([C:2]2[N:3]=[C:4]3[C:9](=[CH:10][CH:11]=2)[N:8]=[CH:7][C:6]2[CH:12]=[CH:13][C:14](=[O:26])[N:15]([C:16]4[CH:21]=[CH:20][CH:19]=[C:18]([C:22]([F:23])([F:24])[F:25])[CH:17]=4)[C:5]3=2)=[CH:33][CH:32]=[CH:31][N:30]=1. (8) Given the reactants [Cl:1][CH2:2][C:3]([C:5]1[CH:10]=[CH:9][C:8]([O:11][CH3:12])=[CH:7][CH:6]=1)=[O:4].[ClH:13].Cl.[CH2:15]([N:24]1[CH2:29][CH2:28][NH:27][CH2:26][CH2:25]1)[C:16]([C:18]1[CH:23]=[CH:22][CH:21]=[CH:20][CH:19]=1)=[O:17].C([O-])([O-])=O.[K+].[K+], predict the reaction product. The product is: [ClH:1].[ClH:13].[CH2:15]([N:24]1[CH2:29][CH2:28][N:27]([CH2:2][C:3]([C:5]2[CH:10]=[CH:9][C:8]([O:11][CH3:12])=[CH:7][CH:6]=2)=[O:4])[CH2:26][CH2:25]1)[C:16]([C:18]1[CH:19]=[CH:20][CH:21]=[CH:22][CH:23]=1)=[O:17].